The task is: Predict the reaction yield, written as a fraction of the theoretical maximum amount of product (1.0 means a 100% yield; for example, 0.34 means a 34% yield).. This data is from Reaction yield outcomes from USPTO patents with 853,638 reactions. (1) The reactants are [F:1][CH:2]([F:11])[C:3]([C:5]1[CH:10]=[CH:9][CH:8]=[CH:7][CH:6]=1)=[O:4].Br[C:13]1[CH:22]=[CH:21][CH:20]=[C:19]2[C:14]=1[CH:15]=[CH:16][N:17]=[CH:18]2.ClC1C=CC=C2C=1C=CN=C2. No catalyst specified. The product is [F:1][C:2]([F:11])([C:13]1[CH:22]=[CH:21][CH:20]=[C:19]2[C:14]=1[CH:15]=[CH:16][N:17]=[CH:18]2)[C:3]([C:5]1[CH:6]=[CH:7][CH:8]=[CH:9][CH:10]=1)=[O:4]. The yield is 0.720. (2) The reactants are [O:1]1[CH2:6][C:5](=O)[NH:4][C:3]2[N:8]=[CH:9][CH:10]=[CH:11][C:2]1=2.[H-].[H-].[H-].[H-].[Li+].[Al+3]. The catalyst is C1COCC1. The product is [O:1]1[CH2:6][CH2:5][NH:4][C:3]2[N:8]=[CH:9][CH:10]=[CH:11][C:2]1=2. The yield is 0.790. (3) The product is [OH:1][NH:2][C:3]([C:5]1[CH:30]=[CH:29][C:8]2[NH:9][C:10]([C:12]3[CH:13]=[C:14]([C:19]4[CH:20]=[CH:21][C:22]([C:25](=[NH:28])[NH:26][OH:27])=[CH:23][CH:24]=4)[CH:15]=[C:16]([O:45][CH3:43])[C:17]=3[OH:18])=[N:11][C:7]=2[CH:6]=1)=[NH:4]. The reactants are [OH:1][NH:2][C:3]([C:5]1[CH:30]=[CH:29][C:8]2[NH:9][C:10]([C:12]3[CH:13]=[C:14]([C:19]4[CH:24]=[CH:23][C:22]([C:25](=[NH:28])[NH:26][OH:27])=[CH:21][CH:20]=4)[CH:15]=[CH:16][C:17]=3[OH:18])=[N:11][C:7]=2[CH:6]=1)=[NH:4].C(C1C=CC(C2C=[C:43]([O:45]C)C(O)=C(C3NC4C=CC(C#N)=CC=4N=3)C=2)=CC=1)#N. No catalyst specified. The yield is 0.990. (4) The reactants are [C@@H:1]1([NH:10][C:11]2[CH:16]=[C:15]([CH2:17][C@H:18]3[CH2:34][C@@H:21]4[O:22]C(C5C=CC(OC)=CC=5)[O:24][CH2:25][C@@H:20]4[CH2:19]3)[N:14]=[CH:13][N:12]=2)[C:9]2[C:4](=[CH:5][CH:6]=[CH:7][CH:8]=2)[CH2:3][CH2:2]1.O.CC(O)=O. The catalyst is C1COCC1. The product is [C@@H:1]1([NH:10][C:11]2[N:12]=[CH:13][N:14]=[C:15]([CH2:17][C@H:18]3[CH2:34][C@H:21]([OH:22])[C@H:20]([CH2:25][OH:24])[CH2:19]3)[CH:16]=2)[C:9]2[C:4](=[CH:5][CH:6]=[CH:7][CH:8]=2)[CH2:3][CH2:2]1. The yield is 0.910. (5) The reactants are [CH3:1][C:2]1[CH:3]=[C:4]([C:8]2[NH:9][C:10](=[S:13])[NH:11][N:12]=2)[O:5][C:6]=1[CH3:7].Br.Br[CH2:16][C:17]1[CH:22]=[CH:21][CH:20]=[CH:19][N:18]=1. No catalyst specified. The product is [CH3:1][C:2]1[CH:3]=[C:4]([C:8]2[NH:12][N:11]=[C:10]([S:13][CH2:16][C:17]3[CH:22]=[CH:21][CH:20]=[CH:19][N:18]=3)[N:9]=2)[O:5][C:6]=1[CH3:7]. The yield is 0.270. (6) The reactants are [H-].[Al+3].[Li+].[H-].[H-].[H-].[CH3:7][O:8][C:9]1[CH:10]=[CH:11][C:12]2[O:16][C:15]([C:17](OCC)=[O:18])=[CH:14][C:13]=2[CH:22]=1.O1CCCC1.S([O-])([O-])(=O)=O.[Na+].[Na+]. The catalyst is CN(C)C=O. The product is [CH3:7][O:8][C:9]1[CH:10]=[CH:11][C:12]2[O:16][C:15]([CH2:17][OH:18])=[CH:14][C:13]=2[CH:22]=1. The yield is 0.900. (7) The reactants are [NH2:1][C:2]1[C:3]([C:7]2[N:11]([C:12]3[CH:17]=[CH:16][C:15]([F:18])=[C:14]([Br:19])[CH:13]=3)[C:10](=[O:20])[O:9][N:8]=2)=[N:4][O:5][N:6]=1.CS(O)(=O)=O.C([SiH](CC)CC)C.CO[CH:35](OC)[CH2:36][NH:37][S:38]([NH:41][C:42](=[O:58])[O:43][CH2:44][CH:45]1[C:57]2[CH:56]=[CH:55][CH:54]=[CH:53][C:52]=2[C:51]2[C:46]1=[CH:47][CH:48]=[CH:49][CH:50]=2)(=[O:40])=[O:39]. The catalyst is C(Cl)Cl.C([SiH](CC)CC)C.COC(OC)CNS(NC(=O)OCC1C2C=CC=CC=2C2C1=CC=CC=2)(=O)=O.CCCCCCC.C(O)(C)C. The product is [Br:19][C:14]1[CH:13]=[C:12]([N:11]2[C:10](=[O:20])[O:9][N:8]=[C:7]2[C:3]2[C:2]([NH:1][CH2:35][CH2:36][NH:37][S:38]([NH:41][C:42](=[O:58])[O:43][CH2:44][CH:45]3[C:46]4[CH:47]=[CH:48][CH:49]=[CH:50][C:51]=4[C:52]4[C:57]3=[CH:56][CH:55]=[CH:54][CH:53]=4)(=[O:39])=[O:40])=[N:6][O:5][N:4]=2)[CH:17]=[CH:16][C:15]=1[F:18]. The yield is 0.911. (8) The reactants are [NH2:1][C:2]1[CH:7]=[CH:6][C:5]([CH2:8][CH2:9][NH:10][C:11](=[O:18])[CH2:12][CH2:13][CH2:14][CH2:15][CH2:16][CH3:17])=[CH:4][CH:3]=1.C(=O)([O-])[O-].[Cs+].[Cs+].[C:25]([O:29][C:30](=[O:35])[C:31](Br)([CH3:33])[CH3:32])([CH3:28])([CH3:27])[CH3:26].CN(C)C=O. The catalyst is O. The product is [C:25]([O:29][C:30](=[O:35])[C:31]([NH:1][C:2]1[CH:3]=[CH:4][C:5]([CH2:8][CH2:9][NH:10][C:11](=[O:18])[CH2:12][CH2:13][CH2:14][CH2:15][CH2:16][CH3:17])=[CH:6][CH:7]=1)([CH3:33])[CH3:32])([CH3:28])([CH3:27])[CH3:26]. The yield is 0.580. (9) The reactants are [N:1]1[CH:6]=[CH:5][CH:4]=[C:3]([NH:7][C:8](=[O:10])[O-])[N:2]=1.[F:11][C:12]1[CH:17]=[CH:16][C:15]([C:18]2[CH:23]=[C:22]([N:24]3[CH2:29][CH2:28][NH:27][CH2:26][CH2:25]3)[N:21]=[CH:20][N:19]=2)=[CH:14][CH:13]=1. The catalyst is O1CCCC1.CCCCCC. The product is [F:11][C:12]1[CH:17]=[CH:16][C:15]([C:18]2[N:19]=[CH:20][N:21]=[C:22]([N:24]3[CH2:25][CH2:26][N:27]([C:8]([NH:7][C:3]4[N:2]=[N:1][CH:6]=[CH:5][CH:4]=4)=[O:10])[CH2:28][CH2:29]3)[CH:23]=2)=[CH:14][CH:13]=1. The yield is 0.580.